From a dataset of Forward reaction prediction with 1.9M reactions from USPTO patents (1976-2016). Predict the product of the given reaction. (1) Given the reactants [CH:1]1([OH:7])[CH2:6][CH2:5][CH2:4][CH2:3][CH2:2]1.[H-].[Na+].F[C:11]1[CH:16]=[CH:15][C:14]([N+:17]([O-:19])=[O:18])=[CH:13][CH:12]=1, predict the reaction product. The product is: [CH:1]1([O:7][C:11]2[CH:16]=[CH:15][C:14]([N+:17]([O-:19])=[O:18])=[CH:13][CH:12]=2)[CH2:6][CH2:5][CH2:4][CH2:3][CH2:2]1. (2) Given the reactants [Cl:1][C:2]1[CH:7]=[C:6]([CH3:8])[CH:5]=[CH:4][C:3]=1[NH:9][C:10]([CH2:12][C@@H:13]([C:22]1[C:26]([CH:27]2[CH2:29][CH2:28]2)=[C:25]([C:30]2[CH:34]=[C:33]([C:35]([F:41])([F:40])[C:36]([CH3:39])([CH3:38])[CH3:37])[O:32][N:31]=2)[O:24][N:23]=1)[CH2:14][C:15]([O:17]C(C)(C)C)=[O:16])=[O:11].FC(F)(F)C(O)=O, predict the reaction product. The product is: [Cl:1][C:2]1[CH:7]=[C:6]([CH3:8])[CH:5]=[CH:4][C:3]=1[NH:9][C:10]([CH2:12][C@@H:13]([C:22]1[C:26]([CH:27]2[CH2:28][CH2:29]2)=[C:25]([C:30]2[CH:34]=[C:33]([C:35]([F:40])([F:41])[C:36]([CH3:37])([CH3:38])[CH3:39])[O:32][N:31]=2)[O:24][N:23]=1)[CH2:14][C:15]([OH:17])=[O:16])=[O:11]. (3) Given the reactants [H-].[Na+].[C:3]([O:7][C:8]([NH:10][C@@H:11]1[CH2:15][CH2:14][C@H:13]([C:16]([OH:18])=[O:17])[CH2:12]1)=[O:9])([CH3:6])([CH3:5])[CH3:4].I[CH3:20].Cl, predict the reaction product. The product is: [C:3]([O:7][C:8]([N:10]([CH3:20])[C@@H:11]1[CH2:15][CH2:14][C@H:13]([C:16]([OH:18])=[O:17])[CH2:12]1)=[O:9])([CH3:6])([CH3:4])[CH3:5].